This data is from Reaction yield outcomes from USPTO patents with 853,638 reactions. The task is: Predict the reaction yield, written as a fraction of the theoretical maximum amount of product (1.0 means a 100% yield; for example, 0.34 means a 34% yield). (1) The reactants are [NH2:1][C:2]12[CH2:9][CH2:8][C:5]([C:10]([O:12][CH2:13][CH3:14])=[O:11])([CH2:6][CH2:7]1)[C:4](=[O:15])[CH2:3]2.[BH4-].[Na+]. The catalyst is CCO. The product is [NH2:1][C:2]12[CH2:7][CH2:6][C:5]([C:10]([O:12][CH2:13][CH3:14])=[O:11])([CH2:8][CH2:9]1)[CH:4]([OH:15])[CH2:3]2. The yield is 0.410. (2) The reactants are C([NH:8][CH:9]1[CH2:13][S:12](=[O:15])(=[O:14])[N:11]([CH2:16][C:17]2[CH:22]=[CH:21][CH:20]=[CH:19][CH:18]=2)[CH2:10]1)C1C=CC=CC=1.FC(F)(F)C(O)=O.N. The catalyst is C(O)C.CO.[OH-].[OH-].[Pd+2]. The product is [CH2:16]([N:11]1[CH2:10][CH:9]([NH2:8])[CH2:13][S:12]1(=[O:15])=[O:14])[C:17]1[CH:18]=[CH:19][CH:20]=[CH:21][CH:22]=1. The yield is 0.844. (3) The reactants are C(OC(=O)[NH:7][C@H:8]1[CH2:12][CH2:11][N:10]([CH2:13][CH2:14][C@@H:15]2[CH2:19][S:18][C:17]([C:20]3[NH:21][C:22]4[C:27]([CH:28]=3)=[CH:26][C:25]([Cl:29])=[CH:24][C:23]=4[NH:30][CH:31]3[CH2:36][CH2:35][O:34][CH2:33][CH2:32]3)=[N:16]2)[CH2:9]1)(C)(C)C.O1CCOCC1.Cl. The catalyst is ClCCl. The product is [NH2:7][C@H:8]1[CH2:12][CH2:11][N:10]([CH2:13][CH2:14][C@@H:15]2[CH2:19][S:18][C:17]([C:20]3[NH:21][C:22]4[C:27]([CH:28]=3)=[CH:26][C:25]([Cl:29])=[CH:24][C:23]=4[NH:30][CH:31]3[CH2:36][CH2:35][O:34][CH2:33][CH2:32]3)=[N:16]2)[CH2:9]1. The yield is 0.750. (4) The reactants are C([O:4][C:5]1[CH:15]=[CH:14][C:8]([CH:9]=[CH:10]C(O)=O)=[CH:7][CH:6]=1)(=O)C.[OH-].[K+].C([O-])(=O)C.[NH4+]. No catalyst specified. The product is [CH:9]([C:8]1[CH:14]=[CH:15][C:5]([OH:4])=[CH:6][CH:7]=1)=[CH2:10]. The yield is 0.490. (5) The reactants are [CH:1]([O:4][C:5]([N:7]1[CH2:12][CH2:11][CH:10]([O:13][C:14]2[C:19]([C:20]#[N:21])=[C:18]([NH:22][C:23]3[CH:28]=[CH:27][C:26](I)=[CH:25][C:24]=3[F:30])[N:17]=[CH:16][N:15]=2)[CH2:9][CH2:8]1)=[O:6])([CH3:3])[CH3:2].[NH:31]1[CH2:36][CH2:35][O:34][CH2:33][CH2:32]1.N1CCC[C@H]1C(O)=O.C(=O)([O-])[O-].[K+].[K+]. The catalyst is CS(C)=O.[Cu]I. The product is [CH:1]([O:4][C:5]([N:7]1[CH2:12][CH2:11][CH:10]([O:13][C:14]2[C:19]([C:20]#[N:21])=[C:18]([NH:22][C:23]3[CH:28]=[CH:27][C:26]([N:31]4[CH2:36][CH2:35][O:34][CH2:33][CH2:32]4)=[CH:25][C:24]=3[F:30])[N:17]=[CH:16][N:15]=2)[CH2:9][CH2:8]1)=[O:6])([CH3:3])[CH3:2]. The yield is 0.450. (6) The reactants are [CH3:1][C:2]1[CH:8]=[CH:7][CH:6]=[CH:5][C:3]=1[NH2:4].Cl[C:10]1[CH:27]=[C:14]2[C:15]3[C:20]([CH2:21][CH2:22][N:13]2[C:12](=[O:28])[N:11]=1)=[CH:19][C:18]([O:23][CH3:24])=[C:17]([O:25][CH3:26])[CH:16]=3. The catalyst is CC(O)C. The product is [CH3:24][O:23][C:18]1[CH:19]=[C:20]2[C:15](=[CH:16][C:17]=1[O:25][CH3:26])[C:14]1=[CH:27][C:10](=[N:4][C:3]3[CH:5]=[CH:6][CH:7]=[CH:8][C:2]=3[CH3:1])[NH:11][C:12](=[O:28])[N:13]1[CH2:22][CH2:21]2. The yield is 1.00. (7) The reactants are [CH2:1]([N:8]1[CH2:13][CH2:12][C:11]2([C:21]3[C:16](=[CH:17][CH:18]=[CH:19][C:20]=3[CH2:22][NH:23]C(=O)OC(C)(C)C)[N:15]([C:31]3[C:32]4[CH:39]([CH2:40][CH3:41])[CH2:38][CH2:37][C:33]=4[N:34]=[CH:35][N:36]=3)[CH2:14]2)[CH2:10][CH2:9]1)[C:2]1[CH:7]=[CH:6][CH:5]=[CH:4][CH:3]=1.C(N)(OC(C)(C)C)=O.[C:50]([OH:56])([C:52]([F:55])([F:54])[F:53])=[O:51].C(Cl)Cl. No catalyst specified. The product is [F:53][C:52]([F:55])([F:54])[C:50]([OH:56])=[O:51].[F:53][C:52]([F:55])([F:54])[C:50]([OH:56])=[O:51].[F:53][C:52]([F:55])([F:54])[C:50]([OH:56])=[O:51].[CH2:1]([N:8]1[CH2:13][CH2:12][C:11]2([C:21]3[C:16](=[CH:17][CH:18]=[CH:19][C:20]=3[CH2:22][NH2:23])[N:15]([C:31]3[C:32]4[CH:39]([CH2:40][CH3:41])[CH2:38][CH2:37][C:33]=4[N:34]=[CH:35][N:36]=3)[CH2:14]2)[CH2:10][CH2:9]1)[C:2]1[CH:3]=[CH:4][CH:5]=[CH:6][CH:7]=1. The yield is 0.999.